Predict the reaction yield, written as a fraction of the theoretical maximum amount of product (1.0 means a 100% yield; for example, 0.34 means a 34% yield). From a dataset of Reaction yield outcomes from USPTO patents with 853,638 reactions. (1) The reactants are [CH3:1][O:2][C:3]1[CH:12]=[CH:11][CH:10]=[C:9]2[C:4]=1[CH2:5][CH:6]([NH:13][CH2:14][CH2:15][CH2:16][C:17]1[C:25]3[C:20](=[CH:21][CH:22]=[C:23]([C:26]#[N:27])[CH:24]=3)[NH:19][CH:18]=1)[CH2:7][O:8]2.[C:28]1(=O)[CH2:31][CH2:30][CH2:29]1.C(O)(=O)C.C([BH3-])#N.[Na+]. The yield is 0.810. The catalyst is CO.C(Cl)Cl. The product is [CH:28]1([N:13]([CH:6]2[CH2:5][C:4]3[C:9](=[CH:10][CH:11]=[CH:12][C:3]=3[O:2][CH3:1])[O:8][CH2:7]2)[CH2:14][CH2:15][CH2:16][C:17]2[C:25]3[C:20](=[CH:21][CH:22]=[C:23]([C:26]#[N:27])[CH:24]=3)[NH:19][CH:18]=2)[CH2:31][CH2:30][CH2:29]1. (2) The yield is 0.740. The product is [CH2:27]([O:26][C:24]([C:2]1[N:3]([CH2:9][O:10][CH2:11][CH2:12][Si:13]([CH3:16])([CH3:15])[CH3:14])[CH:4]=[C:5]([C:7]#[N:8])[N:6]=1)=[O:25])[CH3:28]. The reactants are Br[C:2]1[N:3]([CH2:9][O:10][CH2:11][CH2:12][Si:13]([CH3:16])([CH3:15])[CH3:14])[CH:4]=[C:5]([C:7]#[N:8])[N:6]=1.C([Mg]Cl)(C)C.C([C:24]([O:26][CH2:27][CH3:28])=[O:25])#N. The catalyst is O1CCCC1. (3) The yield is 0.580. The reactants are [CH3:1][C:2]1[CH:3]=[CH:4][C:5]([NH2:8])=[N:6][CH:7]=1.Br[C:10]1[N:11]=[C:12]2[C:18]([C:19]([NH:21][C:22]([CH3:25])([CH3:24])[CH3:23])=[O:20])=[CH:17][N:16]([CH2:26][O:27][CH2:28][CH2:29][Si:30]([CH3:33])([CH3:32])[CH3:31])[C:13]2=[N:14][CH:15]=1.CC(C)([O-])C.[Na+].CN(C=O)C. The product is [C:22]([NH:21][C:19]([C:18]1[C:12]2[C:13](=[N:14][CH:15]=[C:10]([NH:8][C:5]3[CH:4]=[CH:3][C:2]([CH3:1])=[CH:7][N:6]=3)[N:11]=2)[N:16]([CH2:26][O:27][CH2:28][CH2:29][Si:30]([CH3:33])([CH3:32])[CH3:31])[CH:17]=1)=[O:20])([CH3:25])([CH3:24])[CH3:23]. The catalyst is C([O-])(=O)C.[Pd+2].C([O-])(=O)C.O.C1(C)C=CC=CC=1. (4) No catalyst specified. The product is [CH3:1][O:2][C:3]1[CH:4]=[C:5]([NH:25][C:45]([C:39]2[S:38][C:37]([C:34]3[CH:35]=[CH:36][C:31]([Cl:30])=[CH:32][CH:33]=3)=[N:41][C:40]=2[CH2:42][CH2:43][OH:44])=[O:46])[CH:6]=[CH:7][C:8]=1[N:9]1[CH2:13][CH2:12][C@@H:11]([O:14][Si:15]([CH:19]([CH3:21])[CH3:20])([CH:22]([CH3:24])[CH3:23])[CH:16]([CH3:18])[CH3:17])[CH2:10]1. The reactants are [CH3:1][O:2][C:3]1[CH:4]=[C:5]([NH2:25])[CH:6]=[CH:7][C:8]=1[N:9]1[CH2:13][CH2:12][C@@H:11]([O:14][Si:15]([CH:22]([CH3:24])[CH3:23])([CH:19]([CH3:21])[CH3:20])[CH:16]([CH3:18])[CH3:17])[CH2:10]1.C[Al](C)C.[Cl:30][C:31]1[CH:36]=[CH:35][C:34]([C:37]2[S:38][C:39]3[C:45](=[O:46])[O:44][CH2:43][CH2:42][C:40]=3[N:41]=2)=[CH:33][CH:32]=1. The yield is 0.730. (5) The reactants are [N+:1]([C:4]1[CH:12]=[C:8]([C:9]([OH:11])=O)[C:7]([OH:13])=[CH:6][CH:5]=1)([O-:3])=[O:2].[Cl:14][C:15]1[CH:16]=[C:17]([CH:19]=[C:20]([Cl:22])[CH:21]=1)[NH2:18]. No catalyst specified. The product is [Cl:14][C:15]1[CH:16]=[C:17]([NH:18][C:9](=[O:11])[C:8]2[CH:12]=[C:4]([N+:1]([O-:3])=[O:2])[CH:5]=[CH:6][C:7]=2[OH:13])[CH:19]=[C:20]([Cl:22])[CH:21]=1. The yield is 0.831. (6) The reactants are [C:1]1([C:7]2O[C:9]([C:15](F)(F)F)=[C:10](C(O)=O)[N:11]=2)C=CC=CC=1.NC1C=CC([N:26]2[CH2:31][CH2:30][CH:29]([C:32]([NH2:34])=[O:33])[CH2:28][CH2:27]2)=NC=1.[N+](C1C=CC(N2CCC(C(N)=O)CC2)=NC=1)([O-])=O.CCO.C1COCC1.CCOC(C)=O.Cl.C(N=C=NCCCN(C)C)C. The catalyst is CN(C1C=CN=CC=1)C.CN(C=O)C.C(OCC)(=O)C.[Pd]. The product is [N:26]1[CH:27]=[CH:28][C:29]([C:32]([NH2:34])=[O:33])=[CH:30][C:31]=1[C:7]1[CH:1]=[CH:15][CH:9]=[CH:10][N:11]=1. The yield is 0.260. (7) The reactants are [CH:1]([O:4][C:5]1[CH:14]=[C:13]([C:15]([F:18])([F:17])[F:16])[C:12]2[CH:11]=[C:10]3[N:19]([CH2:23][C:24]([F:27])([F:26])[F:25])[CH:20]=[CH:21][O:22][C:9]3=[CH:8][C:7]=2[N:6]=1)([CH3:3])[CH3:2].[H-].[Na+].ICC.C1[CH2:37][O:36][CH2:35][CH2:34]1. No catalyst specified. The product is [CH2:35]([O:36][CH2:37][CH:20]1[CH2:21][O:22][C:9]2[C:10](=[CH:11][C:12]3[C:13]([C:15]([F:16])([F:17])[F:18])=[CH:14][C:5]([O:4][CH:1]([CH3:3])[CH3:2])=[N:6][C:7]=3[CH:8]=2)[N:19]1[CH2:23][C:24]([F:25])([F:26])[F:27])[CH3:34]. The yield is 0.890.